Task: Predict the reactants needed to synthesize the given product.. Dataset: Full USPTO retrosynthesis dataset with 1.9M reactions from patents (1976-2016) (1) Given the product [CH3:1][O:2][C:3](=[O:36])[CH:4]([N:8]1[C:9](=[O:35])[CH:10]([CH2:11][O:12][CH2:13][C:14]2[CH:15]=[CH:16][C:17]([C:20]3[CH:25]=[CH:24][CH:23]=[C:22]([F:26])[CH:21]=3)=[CH:18][CH:19]=2)[NH:27][C:28]1=[O:30])[CH:5]([CH3:6])[CH3:7], predict the reactants needed to synthesize it. The reactants are: [CH3:1][O:2][C:3](=[O:36])[CH:4]([NH:8][C:9](=[O:35])[CH:10]([NH:27][C:28]([O:30]C(C)(C)C)=O)[CH2:11][O:12][CH2:13][C:14]1[CH:19]=[CH:18][C:17]([C:20]2[CH:25]=[CH:24][CH:23]=[C:22]([F:26])[CH:21]=2)=[CH:16][CH:15]=1)[CH:5]([CH3:7])[CH3:6].O.CCN(C(C)C)C(C)C.ClC(OC1C=CC=CC=1)=O. (2) Given the product [C@H:1]1([N:10]2[CH:15]=[CH:14][CH:13]=[C:12]([C:16]([NH:30][C:29]3[CH:25]=[CH:23][N:22]=[CH:26][CH:28]=3)=[O:18])[C:11]2=[O:19])[C:9]2[C:4](=[CH:5][CH:6]=[CH:7][CH:8]=2)[CH2:3][CH2:2]1, predict the reactants needed to synthesize it. The reactants are: [C@H:1]1([N:10]2[CH:15]=[CH:14][CH:13]=[C:12]([C:16]([OH:18])=O)[C:11]2=[O:19])[C:9]2[C:4](=[CH:5][CH:6]=[CH:7][CH:8]=2)[CH2:3][CH2:2]1.CC[N:22]([CH:26]([CH3:28])C)[CH:23]([CH3:25])C.[CH3:29][N:30](C(ON1N=NC2C=CC=CC1=2)=[N+](C)C)C.F[P-](F)(F)(F)(F)F. (3) The reactants are: Cl.[NH:2]1[CH2:7][CH2:6][CH:5]([NH:8][C:9]([C:11]2[C:15]3[N:16]=[CH:17][N:18]=[C:19]([C:20]4[CH:25]=[C:24]([F:26])[CH:23]=[CH:22][C:21]=4[O:27][CH2:28][CH:29]4[CH2:31][CH2:30]4)[C:14]=3[NH:13][CH:12]=2)=[O:10])[CH2:4][CH2:3]1.Cl[C:33]([CH2:35][O:36]C(=O)C)=[O:34]. Given the product [OH:36][CH2:35][C:33]([N:2]1[CH2:3][CH2:4][CH:5]([NH:8][C:9]([C:11]2[C:15]3[N:16]=[CH:17][N:18]=[C:19]([C:20]4[CH:25]=[C:24]([F:26])[CH:23]=[CH:22][C:21]=4[O:27][CH2:28][CH:29]4[CH2:30][CH2:31]4)[C:14]=3[NH:13][CH:12]=2)=[O:10])[CH2:6][CH2:7]1)=[O:34], predict the reactants needed to synthesize it. (4) Given the product [O:19]([CH2:26][C:27]([NH:29][C:30]1[NH:31][C:32](=[O:70])[C:33]2[N:34]=[CH:35][N:36]([C:68]=2[N:69]=1)[C@@H:37]1[O:67][C@H:41]([CH2:42][O:43][C:44]([C:61]2[CH:66]=[CH:65][CH:64]=[CH:63][CH:62]=2)([C:45]2[CH:50]=[CH:49][C:48]([O:51][CH3:52])=[CH:47][CH:46]=2)[C:53]2[CH:54]=[CH:55][C:56]([O:59][CH3:60])=[CH:57][CH:58]=2)[C@@H:39]([O:40][P:8]([N:12]([CH:13]([CH3:14])[CH3:15])[CH:16]([CH3:17])[CH3:18])([O:9][CH2:89][CH2:88][CH2:87][O:86][C@@H:85]2[O:91][C@H:92]([CH2:103][O:104][C:105](=[O:107])[CH3:106])[C@@H:93]([O:99][C:100](=[O:102])[CH3:101])[C@H:94]([O:95][C:96](=[O:98])[CH3:97])[C@H:84]2[O:83][C:80](=[O:82])[CH3:81])=[O:10])[CH2:38]1)=[O:28])[C:20]1[CH:21]=[CH:22][CH:23]=[CH:24][CH:25]=1, predict the reactants needed to synthesize it. The reactants are: C(N([P:8]([N:12]([CH:16]([CH3:18])[CH3:17])[CH:13]([CH3:15])[CH3:14])(Cl)([O-:10])[O-:9])C(C)C)(C)C.[O:19]([CH2:26][C:27]([NH:29][C:30]1[NH:31][C:32](=[O:70])[C:33]2[N:34]=[CH:35][N:36]([C:68]=2[N:69]=1)[C@@H:37]1[O:67][C@H:41]([CH2:42][O:43][C:44]([C:61]2[CH:66]=[CH:65][CH:64]=[CH:63][CH:62]=2)([C:53]2[CH:58]=[CH:57][C:56]([O:59][CH3:60])=[CH:55][CH:54]=2)[C:45]2[CH:50]=[CH:49][C:48]([O:51][CH3:52])=[CH:47][CH:46]=2)[C@@H:39]([OH:40])[CH2:38]1)=[O:28])[C:20]1[CH:25]=[CH:24][CH:23]=[CH:22][CH:21]=1.C(N(C(C)C)C(C)C)C.[C:80]([O:83][C@@H:84]1[C@@H:94]([O:95][C:96](=[O:98])[CH3:97])[C@H:93]([O:99][C:100](=[O:102])[CH3:101])[C@@H:92]([CH2:103][O:104][C:105](=[O:107])[CH3:106])[O:91][C@H:85]1[O:86][CH2:87][CH2:88][CH2:89]O)(=[O:82])[CH3:81].N1C=NN=N1. (5) Given the product [CH2:1]([N:8]([CH2:26][C@@H:27]([OH:46])[C@@H:28]([NH:36][C:37]([O:39][CH2:40][C:41]1[S:45][CH:44]=[N:43][CH:42]=1)=[O:38])[CH2:29][C:30]1[CH:31]=[CH:32][CH:33]=[CH:34][CH:35]=1)[C:9](=[O:25])[O:10][C:60]([CH3:63])([CH3:62])[CH3:61])[C:2]1[CH:7]=[CH:6][CH:5]=[CH:4][CH:3]=1, predict the reactants needed to synthesize it. The reactants are: [CH2:1]([N:8]([CH2:26][C@@H:27]([OH:46])[C@@H:28]([NH:36][C:37]([O:39][CH2:40][C:41]1[S:45][CH:44]=[N:43][CH:42]=1)=[O:38])[CH2:29][C:30]1[CH:35]=[CH:34][CH:33]=[CH:32][CH:31]=1)[C:9](=[O:25])[O:10]CC1C2CC3C(=CC=CC=3)C=2C=CC=1)[C:2]1[CH:7]=[CH:6][CH:5]=[CH:4][CH:3]=1.C(NCC)C.C([O-])(O)=O.[Na+].C(OC(O[C:60]([CH3:63])([CH3:62])[CH3:61])=O)(O[C:60]([CH3:63])([CH3:62])[CH3:61])=O.Cl. (6) Given the product [CH3:16][CH:13]1[CH2:14][CH2:15][N:10]([C:8]([C:6]2[CH:5]=[CH:4][CH:3]=[C:2]([N:17]3[CH2:22][CH2:21][CH2:20][CH2:19][CH2:18]3)[N:7]=2)=[O:9])[CH2:11][CH2:12]1, predict the reactants needed to synthesize it. The reactants are: Br[C:2]1[N:7]=[C:6]([C:8]([N:10]2[CH2:15][CH2:14][CH:13]([CH3:16])[CH2:12][CH2:11]2)=[O:9])[CH:5]=[CH:4][CH:3]=1.[NH:17]1[CH2:22][CH2:21][CH2:20][CH2:19][CH2:18]1.CC(C)([O-])C.[Na+]. (7) Given the product [CH3:1][O:2][C:3]1[CH:8]=[CH:7][CH:6]=[CH:5][C:4]=1[NH:9][C:10](=[O:30])[O:11][CH2:12][C@H:13]1[CH2:17][C@@H:16]([NH:18][S:19]([C:22]2[CH:27]=[C:26]([Br:28])[CH:25]=[CH:24][C:23]=2[Br:29])(=[O:20])=[O:21])[CH2:15][N:14]1[C:32]#[N:33], predict the reactants needed to synthesize it. The reactants are: [CH3:1][O:2][C:3]1[CH:8]=[CH:7][CH:6]=[CH:5][C:4]=1[NH:9][C:10](=[O:30])[O:11][CH2:12][C@H:13]1[CH2:17][C@@H:16]([NH:18][S:19]([C:22]2[CH:27]=[C:26]([Br:28])[CH:25]=[CH:24][C:23]=2[Br:29])(=[O:21])=[O:20])[CH2:15][NH:14]1.C[CH2:32][N:33](C(C)C)C(C)C.BrC#N.C(O)C(N)(CO)CO.